From a dataset of Forward reaction prediction with 1.9M reactions from USPTO patents (1976-2016). Predict the product of the given reaction. (1) Given the reactants [CH3:1][O:2][C:3](=[O:20])[CH2:4][C:5]1[CH:10]=[C:9]([OH:11])[CH:8]=[C:7]([O:12][Si:13]([C:16]([CH3:19])([CH3:18])[CH3:17])([CH3:15])[CH3:14])[CH:6]=1.C(N(CC)CC)C.[S:28](O[S:28]([C:31]([F:34])([F:33])[F:32])(=[O:30])=[O:29])([C:31]([F:34])([F:33])[F:32])(=[O:30])=[O:29], predict the reaction product. The product is: [CH3:1][O:2][C:3](=[O:20])[CH2:4][C:5]1[CH:10]=[C:9]([O:11][S:28]([C:31]([F:34])([F:33])[F:32])(=[O:30])=[O:29])[CH:8]=[C:7]([O:12][Si:13]([C:16]([CH3:17])([CH3:19])[CH3:18])([CH3:15])[CH3:14])[CH:6]=1. (2) Given the reactants C([O:3][C:4](=[O:37])[C:5]([CH2:29][O:30]C(=O)C(C)(C)C)([CH3:28])[CH2:6][NH:7][C:8]1[N:13]=[C:12]([NH:14][C:15]2[N:20]=[CH:19][C:18]3[N:21]=[C:22]([CH3:27])[N:23]([CH:24]([CH3:26])[CH3:25])[C:17]=3[CH:16]=2)[CH:11]=[CH:10][N:9]=1)C, predict the reaction product. The product is: [OH:30][CH2:29][C:5]([CH3:28])([CH2:6][NH:7][C:8]1[N:13]=[C:12]([NH:14][C:15]2[N:20]=[CH:19][C:18]3[N:21]=[C:22]([CH3:27])[N:23]([CH:24]([CH3:25])[CH3:26])[C:17]=3[CH:16]=2)[CH:11]=[CH:10][N:9]=1)[C:4]([OH:37])=[O:3]. (3) Given the reactants [CH2:1]([O:8][C:9]([CH:11]([O:15][CH3:16])[C:12](O)=[O:13])=[O:10])[C:2]1[CH:7]=[CH:6][CH:5]=[CH:4][CH:3]=1.S(Cl)([Cl:19])=O, predict the reaction product. The product is: [CH2:1]([O:8][C:9](=[O:10])[CH:11]([C:12]([Cl:19])=[O:13])[O:15][CH3:16])[C:2]1[CH:7]=[CH:6][CH:5]=[CH:4][CH:3]=1. (4) Given the reactants Cl.[Br:2][C:3]1[CH:4]=[C:5]([NH:9][NH2:10])[CH:6]=[CH:7][CH:8]=1.[C:11](/[CH:13]=[C:14](\[O-])/[C:15]([O:17][CH2:18][CH3:19])=[O:16])#[N:12].[K+], predict the reaction product. The product is: [NH2:12][C:11]1[N:9]([C:5]2[CH:6]=[CH:7][CH:8]=[C:3]([Br:2])[CH:4]=2)[N:10]=[C:14]([C:15]([O:17][CH2:18][CH3:19])=[O:16])[CH:13]=1. (5) Given the reactants [OH:1][C:2]1([C:8]2[CH:15]=[CH:14][C:11]([C:12]#[N:13])=[CH:10][CH:9]=2)[CH2:7][CH2:6][O:5][CH2:4][CH2:3]1.Cl.[NH2:17][OH:18].C(N(CC)CC)C, predict the reaction product. The product is: [OH:18][N:17]=[C:12]([C:11]1[CH:10]=[CH:9][C:8]([C:2]2([OH:1])[CH2:7][CH2:6][O:5][CH2:4][CH2:3]2)=[CH:15][CH:14]=1)[NH2:13]. (6) Given the reactants [CH3:1][N:2]1[C:11]2[C:6](=[CH:7][CH:8]=[CH:9][N:10]=2)[CH:5]=[C:4]([C:12]([O:14][CH3:15])=[O:13])[C:3]1=[O:16].[Br:17]N1C(=O)CCC1=O.O, predict the reaction product. The product is: [Br:17][CH2:1][N:2]1[C:11]2[C:6](=[CH:7][CH:8]=[CH:9][N:10]=2)[CH:5]=[C:4]([C:12]([O:14][CH3:15])=[O:13])[C:3]1=[O:16]. (7) Given the reactants [F:1][C:2]1[CH:3]=[C:4]([C:9]2([OH:14])[CH2:13][CH2:12][NH:11][CH2:10]2)[CH:5]=[C:6]([F:8])[CH:7]=1.[C:15](#N)[CH3:16].C(=O)([O-])[O-].[K+].[K+].ICC, predict the reaction product. The product is: [F:1][C:2]1[CH:3]=[C:4]([C:9]2([OH:14])[CH2:13][CH2:12][N:11]([CH2:15][CH3:16])[CH2:10]2)[CH:5]=[C:6]([F:8])[CH:7]=1. (8) Given the reactants Br[CH2:2][CH2:3][CH2:4][N:5]([CH2:12][C:13]([O:15][C:16]([CH3:19])([CH3:18])[CH3:17])=[O:14])[C:6](=[O:11])[C:7]([F:10])([F:9])[F:8].[F:20][C:21]([F:40])([F:39])[C:22]([NH:24][CH2:25][CH2:26][CH2:27][NH:28][CH2:29][CH2:30][CH2:31][NH:32][C:33](=[O:38])[C:34]([F:37])([F:36])[F:35])=[O:23].C(=O)([O-])[O-].[K+].[K+], predict the reaction product. The product is: [F:20][C:21]([F:39])([F:40])[C:22]([NH:24][CH2:25][CH2:26][CH2:27][N:28]([CH2:29][CH2:30][CH2:31][NH:32][C:33](=[O:38])[C:34]([F:36])([F:35])[F:37])[CH2:2][CH2:3][CH2:4][N:5]([CH2:12][C:13]([O:15][C:16]([CH3:19])([CH3:18])[CH3:17])=[O:14])[C:6](=[O:11])[C:7]([F:10])([F:9])[F:8])=[O:23]. (9) Given the reactants [CH3:1][CH2:2][N:3]1[C:24]2[CH:25]=[CH:26][C:27]([S:29]([O-:32])(=[O:31])=[O:30])=[CH:28][C:23]=2[S:22]/[C:4]/1=[N:5]\[N:6]=[C:7]1/[S:8][C:9]2[CH:17]=[C:16]([S:18]([O-:21])(=[O:20])=[O:19])[CH:15]=[CH:14][C:10]=2[N:11]/1[CH2:12][CH3:13].[NH4+:33].[NH4+].[OH:35][OH:36], predict the reaction product. The product is: [CH3:1][CH2:2][N:3]1[C:24]2[CH:25]=[CH:26][C:27]([S:29]([O-:32])(=[O:31])=[O:30])=[CH:28][C:23]=2[S:22]/[C:4]/1=[N:5]\[N:6]=[C:7]1/[S:8][C:9]2[CH:17]=[C:16]([S:18]([O-:21])(=[O:20])=[O:19])[CH:15]=[CH:14][C:10]=2[N:11]/1[CH2:12][CH3:13].[NH4+:33].[NH4+:3].[OH:35][OH:36]. (10) Given the reactants [NH2:1][C:2]1[N:3]([CH3:26])[C:4](=[O:25])[C:5]2([C:15]3[C:10](=[CH:11][CH:12]=[C:13](Br)[CH:14]=3)[O:9][CH:8]([C:17]3[CH:22]=[CH:21][CH:20]=[C:19]([O:23][CH3:24])[CH:18]=3)[CH2:7]2)[N:6]=1.[C:27]([C:29]1[CH:34]=[CH:33][C:32](B(O)O)=[CH:31][CH:30]=1)#[N:28], predict the reaction product. The product is: [NH2:1][C:2]1[N:3]([CH3:26])[C:4](=[O:25])[C:5]2([C:15]3[C:10](=[CH:11][CH:12]=[C:13]([C:31]4[CH:30]=[C:29]([CH:34]=[CH:33][CH:32]=4)[C:27]#[N:28])[CH:14]=3)[O:9][CH:8]([C:17]3[CH:22]=[CH:21][CH:20]=[C:19]([O:23][CH3:24])[CH:18]=3)[CH2:7]2)[N:6]=1.